This data is from Experimentally validated miRNA-target interactions with 360,000+ pairs, plus equal number of negative samples. The task is: Binary Classification. Given a miRNA mature sequence and a target amino acid sequence, predict their likelihood of interaction. (1) The miRNA is rno-miR-132-3p with sequence UAACAGUCUACAGCCAUGGUCG. The protein sequence of the target gene is MAAGGDHGSPDSYRSPLASRYASPEMCFVFSDRYKFRTWRQLWLWLAEAEQTLGLPITDEQIQEMKSNLENIDFKMAAEEEKRLRHDVMAHVHTFGHCCPKAAGIIHLGATSCYVGDNTDLIILRNALDLLLPKLARVISRLADFAKERASLPTLGFTHFQPAQLTTVGKRCCLWIQDLCMDLQNLKRVRDDLRFRGVKGTTGTQASFLQLFEGDDHKVEQLDKMVTEKAGFKRAFIITGQTYTRKVDIEVLSVLASLGASVHKICTDIRLLANLKEMEEPFEKQQIGSSAMPYKRNPMR.... Result: 0 (no interaction). (2) The miRNA is hsa-miR-4768-3p with sequence CCAGGAGAUCCAGAGAGAAU. The protein sequence of the target gene is MATESTPSEIIERERKKLLEILQHDPDSILDTLTSRRLISEEEYETLENVTDLLKKSRKLLILVQKKGEATCQHFLKCLFSTFPQSAAICGLRHEVLKHENTVPPQSMGASSNSEDAFSPGIKQPEAPEITVFFSEKEHLDLETSEFFRDKKTSYRETALSARKNEKEYDTPEVTLSYSVEKVGCEVPATITYIKDGQRYEELDDSLYLGKEEYLGSVDTPEDAEATVEEEVYDDPEHVGYDGEEDFENSETTEFSGEEPSYEGSETSLSLEEEQEKSIEERKKVFKDVLLCLNMDRSRK.... Result: 1 (interaction). (3) The miRNA is hsa-miR-548g-3p with sequence AAAACUGUAAUUACUUUUGUAC. The protein sequence of the target gene is MDEQSVESIAEVFRCFICMEKLRDARLCPHCSKLCCFSCIRRWLTEQRAQCPHCRAPLQLRELVNCRWAEEVTQQLDTLQLCSLTKHEENEKDKCENHHEKLSVFCWTCKKCICHQCALWGGMHGGHTFKPLAEIYEQHVTKVNEEVAKLRRRLMELISLVQEVERNVEAVRNAKDERVREIRNAVEMMIARLDTQLKNKLITLMGQKTSLTQETELLESLLQEVEHQLRSCSKSELISKSSEILMMFQQVHRKPMASFVTTPVPPDFTSELVPSYDSATFVLENFSTLRQRADPVYSPP.... Result: 0 (no interaction). (4) The miRNA is hsa-miR-4259 with sequence CAGUUGGGUCUAGGGGUCAGGA. The protein sequence of the target gene is MSQSPRFVTRRGGSLKAAPGAGTRRNESQDYLLMDELGDDGYPQLPLPPYGYYPSFRGNENRLTHRRQTILREKGRRLANRGPAYMFNDHSTSLSIEEERFLDAAEYGNIPVVRKMLEECHSLNVNCVDYMGQNALQLAVANEHLEITELLLKKENLSRVGDALLLAISKGYVRIVEAILNHPAFAEGKRLATSPSQSELQQDDFYAYDEDGTRFSHDVTPIILAAHCQEYEIVHTLLRKGARIERPHDYFCKCTECSQKQKHDSFSHSRSRINAYKGLASPAYLSLSSEDPVMTALELS.... Result: 0 (no interaction). (5) The miRNA is hsa-miR-6828-5p with sequence AGGAAGCAAGAGAACCCUGUGG. The protein sequence of the target gene is MAAAPRAGRRRGQPLLALLLLLLAPLPPGAPPGADAYFPEERWSPESPLQAPRVLIALLARNAAHALPTTLGALERLRHPRERTALWVATDHNMDNTSTVLREWLVAVKSLYHSVEWRPAEEPRSYPDEEGPKHWSDSRYEHVMKLRQAALKSARDMWADYILFVDADNLILNPDTLSLLIAENKTVVAPMLDSRAAYSNFWCGMTSQGYYKRTPAYIPIRKRDRRGCFAVPMVHSTFLIDLRKAASRNLAFYPPHPDYTWSFDDIIVFAFSCKQAEVQMYVCNKEEYGFLPVPLRAHST.... Result: 0 (no interaction). (6) The miRNA is hsa-miR-6086 with sequence GGAGGUUGGGAAGGGCAGAG. The protein sequence of the target gene is MELPAVNLKVILLGHWLLTTWGCIVFSGSYAWANFTILALGVWAVAQRDSIDAISMFLGGLLATIFLDIVHISIFYPRVSLTDTGRFGVGMAILSLLLKPLSCCFVYHMYRERGGELLVHTGFLGSSQDRSAYQTIDSAEAPADPFAVPEGRSQDARGY. Result: 1 (interaction).